This data is from TCR-epitope binding with 47,182 pairs between 192 epitopes and 23,139 TCRs. The task is: Binary Classification. Given a T-cell receptor sequence (or CDR3 region) and an epitope sequence, predict whether binding occurs between them. The epitope is FVDGVPFVV. The TCR CDR3 sequence is CASSQLGRAPDEQYF. Result: 1 (the TCR binds to the epitope).